The task is: Predict the reactants needed to synthesize the given product.. This data is from Full USPTO retrosynthesis dataset with 1.9M reactions from patents (1976-2016). (1) Given the product [CH3:1][C:2]1[CH:3]=[C:4]([NH:15][C:16]2[C:25]3[C:20](=[CH:21][CH:22]=[C:23]([CH:26]=[CH:27][CH2:28][OH:29])[CH:24]=3)[N:19]=[CH:18][N:17]=2)[CH:5]=[CH:6][C:7]=1[O:8][C:9]1[CH:10]=[N:11][CH:12]=[CH:13][CH:14]=1, predict the reactants needed to synthesize it. The reactants are: [CH3:1][C:2]1[CH:3]=[C:4]([NH:15][C:16]2[C:25]3[C:20](=[CH:21][CH:22]=[C:23]([C:26]#[C:27][CH2:28][OH:29])[CH:24]=3)[N:19]=[CH:18][N:17]=2)[CH:5]=[CH:6][C:7]=1[O:8][C:9]1[CH:10]=[N:11][CH:12]=[CH:13][CH:14]=1.C1(C)C=CC=CC=1.[H-].COCCO[Al+]OCCOC.[Na+].[H-].COCCO[AlH2-]OCCOC.[Na+]. (2) Given the product [BrH:1].[Br:1][C:2]1[CH:3]=[CH:4][C:5](=[NH:8])[N:6]([CH2:10][C:11]([O:13][CH2:14][CH3:15])=[O:12])[CH:7]=1, predict the reactants needed to synthesize it. The reactants are: [Br:1][C:2]1[CH:3]=[CH:4][C:5]([NH2:8])=[N:6][CH:7]=1.Br[CH2:10][C:11]([O:13][CH2:14][CH3:15])=[O:12].